This data is from Full USPTO retrosynthesis dataset with 1.9M reactions from patents (1976-2016). The task is: Predict the reactants needed to synthesize the given product. Given the product [Cl:49][C:21]1[CH:22]=[CH:23][C:24]([C:26]2[C:30]3[CH2:31][N:32]([S:35]([CH3:38])(=[O:37])=[O:36])[CH2:33][CH2:34][C:29]=3[N:28]([CH2:39][CH:40]([OH:48])[CH2:41][N:42]3[CH2:47][CH2:46][CH2:45][CH2:44][CH2:43]3)[N:27]=2)=[CH:25][C:20]=1[C:19]#[C:18][C:12]1[CH:11]=[C:10]2[C:15]([CH2:16][CH2:17][NH:8][CH2:9]2)=[CH:14][CH:13]=1, predict the reactants needed to synthesize it. The reactants are: C(OC([N:8]1[CH2:17][CH2:16][C:15]2[C:10](=[CH:11][C:12]([C:18]#[C:19][C:20]3[CH:25]=[C:24]([C:26]4[C:30]5[CH2:31][N:32]([S:35]([CH3:38])(=[O:37])=[O:36])[CH2:33][CH2:34][C:29]=5[N:28]([CH2:39][CH:40]([OH:48])[CH2:41][N:42]5[CH2:47][CH2:46][CH2:45][CH2:44][CH2:43]5)[N:27]=4)[CH:23]=[CH:22][C:21]=3[Cl:49])=[CH:13][CH:14]=2)[CH2:9]1)=O)(C)(C)C.CCN(CC)CC.